Dataset: Forward reaction prediction with 1.9M reactions from USPTO patents (1976-2016). Task: Predict the product of the given reaction. Given the reactants [C:1]12([C:11]3[CH:12]=[C:13]([CH:25]([C:27]4[CH:28]=[N:29][CH:30]=[CH:31][CH:32]=4)[OH:26])[CH:14]=[CH:15][C:16]=3[O:17][Si:18]([C:21]([CH3:24])([CH3:23])[CH3:22])([CH3:20])[CH3:19])[CH2:10][CH:5]3[CH2:6][CH:7]([CH2:9][CH:3]([CH2:4]3)[CH2:2]1)[CH2:8]2.CC(OI1(OC(C)=O)(OC(C)=O)OC(=O)C2C=CC=CC1=2)=O, predict the reaction product. The product is: [C:1]12([C:11]3[CH:12]=[C:13]([C:25]([C:27]4[CH:28]=[N:29][CH:30]=[CH:31][CH:32]=4)=[O:26])[CH:14]=[CH:15][C:16]=3[O:17][Si:18]([C:21]([CH3:23])([CH3:24])[CH3:22])([CH3:19])[CH3:20])[CH2:8][CH:7]3[CH2:9][CH:3]([CH2:4][CH:5]([CH2:6]3)[CH2:10]1)[CH2:2]2.